This data is from NCI-60 drug combinations with 297,098 pairs across 59 cell lines. The task is: Regression. Given two drug SMILES strings and cell line genomic features, predict the synergy score measuring deviation from expected non-interaction effect. (1) Drug 1: CN1CCC(CC1)COC2=C(C=C3C(=C2)N=CN=C3NC4=C(C=C(C=C4)Br)F)OC. Drug 2: C1CCC(CC1)NC(=O)N(CCCl)N=O. Cell line: NCI-H522. Synergy scores: CSS=27.8, Synergy_ZIP=-6.98, Synergy_Bliss=3.12, Synergy_Loewe=4.20, Synergy_HSA=5.42. (2) Drug 1: C1CC(=O)NC(=O)C1N2CC3=C(C2=O)C=CC=C3N. Drug 2: CC(C)CN1C=NC2=C1C3=CC=CC=C3N=C2N. Cell line: MCF7. Synergy scores: CSS=5.62, Synergy_ZIP=-0.167, Synergy_Bliss=1.17, Synergy_Loewe=-0.214, Synergy_HSA=-1.05.